From a dataset of Reaction yield outcomes from USPTO patents with 853,638 reactions. Predict the reaction yield, written as a fraction of the theoretical maximum amount of product (1.0 means a 100% yield; for example, 0.34 means a 34% yield). (1) The reactants are [CH2:1]([O:3][C:4]([C:6]1[NH:7][C:8]2[C:13]([C:14]=1[I:15])=[CH:12][CH:11]=[C:10]([C:16]1[CH:21]=[CH:20][C:19]([C:22]([CH3:25])([CH3:24])[CH3:23])=[CH:18][CH:17]=1)[CH:9]=2)=[O:5])[CH3:2].[H-].[Na+].[O:28]([C:35]1[CH:36]=[C:37]([CH:40]=[CH:41][CH:42]=1)[CH2:38]Cl)[C:29]1[CH:34]=[CH:33][CH:32]=[CH:31][CH:30]=1.O. The catalyst is CN(C=O)C. The product is [CH2:1]([O:3][C:4]([C:6]1[N:7]([CH2:38][C:37]2[CH:40]=[CH:41][CH:42]=[C:35]([O:28][C:29]3[CH:34]=[CH:33][CH:32]=[CH:31][CH:30]=3)[CH:36]=2)[C:8]2[C:13]([C:14]=1[I:15])=[CH:12][CH:11]=[C:10]([C:16]1[CH:17]=[CH:18][C:19]([C:22]([CH3:24])([CH3:23])[CH3:25])=[CH:20][CH:21]=1)[CH:9]=2)=[O:5])[CH3:2]. The yield is 0.730. (2) The reactants are C(OC(=O)[NH:7][CH2:8][C:9]1[CH:14]=[CH:13][C:12]([C:15]([N:17]2[CH2:26][C:25]3[CH:24]=[N:23][N:22]([CH3:27])[C:21]=3[NH:20][C:19]3[CH:28]=[CH:29][CH:30]=[CH:31][C:18]2=3)=[O:16])=[C:11]([F:32])[CH:10]=1)(C)(C)C.[ClH:34].O1CCOCC1. No catalyst specified. The product is [ClH:34].[NH2:7][CH2:8][C:9]1[CH:14]=[CH:13][C:12]([C:15]([N:17]2[CH2:26][C:25]3[CH:24]=[N:23][N:22]([CH3:27])[C:21]=3[NH:20][C:19]3[CH:28]=[CH:29][CH:30]=[CH:31][C:18]2=3)=[O:16])=[C:11]([F:32])[CH:10]=1. The yield is 0.970. (3) The reactants are [NH2:1][C:2]1[N:7]=[CH:6][N:5]=[C:4]2[N:8]([CH:12]([C:14]3[CH:21]=[C:20]([Cl:22])[C:17]([C:18]#[N:19])=[C:16]([CH:23]4[CH2:26][NH:25][CH2:24]4)[C:15]=3[O:27][CH2:28][CH3:29])[CH3:13])[N:9]=[C:10]([CH3:11])[C:3]=12.[C:30](O)(=[O:33])CC.C(N(CC)CC)C.CN(C(ON1N=N[C:56]2[C:51]1=CC=C[CH:55]=2)=[N+](C)C)C.F[P-](F)(F)(F)(F)F.CN(C)C=[O:69]. The catalyst is CO.C(#N)C. The product is [NH2:1][C:2]1[N:7]=[CH:6][N:5]=[C:4]2[N:8]([CH:12]([C:14]3[CH:21]=[C:20]([Cl:22])[C:17]([C:18]#[N:19])=[C:16]([CH:23]4[CH2:24][N:25]([C:30](=[O:33])[C:56]([OH:69])([CH3:55])[CH3:51])[CH2:26]4)[C:15]=3[O:27][CH2:28][CH3:29])[CH3:13])[N:9]=[C:10]([CH3:11])[C:3]=12. The yield is 0.140. (4) The reactants are [H-].[Na+].[CH2:3]([OH:7])[CH2:4][CH2:5][CH3:6].Cl[C:9]1[N:10]=[C:11]([N:29]2[CH2:34][CH2:33][NH:32][CH2:31][CH:30]2[C:35](=[O:44])[NH:36][C:37]2[CH:42]=[CH:41][CH:40]=[C:39]([CH3:43])[CH:38]=2)[C:12]2[N:18]=[C:17]([C:19]3[CH:24]=[CH:23][C:22]([O:25][CH3:26])=[C:21]([O:27][CH3:28])[CH:20]=3)[CH:16]=[CH:15][C:13]=2[N:14]=1. The catalyst is O1CCCC1.O.CCCCCC.C(OCC)(=O)C. The product is [CH2:3]([O:7][C:9]1[N:10]=[C:11]([N:29]2[CH2:34][CH2:33][NH:32][CH2:31][CH:30]2[C:35](=[O:44])[NH:36][C:37]2[CH:42]=[CH:41][CH:40]=[C:39]([CH3:43])[CH:38]=2)[C:12]2[N:18]=[C:17]([C:19]3[CH:24]=[CH:23][C:22]([O:25][CH3:26])=[C:21]([O:27][CH3:28])[CH:20]=3)[CH:16]=[CH:15][C:13]=2[N:14]=1)[CH2:4][CH2:5][CH3:6]. The yield is 0.930. (5) The reactants are [NH2:1][C:2]1[CH:17]=[CH:16][CH:15]=[C:14]([Cl:18])[C:3]=1[C:4]([NH:6][C:7]1[CH:12]=[CH:11][CH:10]=[CH:9][C:8]=1[Cl:13])=[O:5].[Cl:19][CH2:20][C:21](Cl)=O. The catalyst is C(O)(=O)C. The product is [Cl:18][C:14]1[CH:15]=[CH:16][CH:17]=[C:2]2[C:3]=1[C:4](=[O:5])[N:6]([C:7]1[CH:12]=[CH:11][CH:10]=[CH:9][C:8]=1[Cl:13])[C:21]([CH2:20][Cl:19])=[N:1]2. The yield is 0.650. (6) The reactants are [CH3:1][O:2][C:3]1[C:11]2[O:10][C:9]([CH3:13])([CH3:12])[CH2:8][C:7]=2[C:6]([CH3:14])=[C:5]([N:15]2[CH2:20][CH2:19][NH:18][CH2:17][CH2:16]2)[C:4]=1[CH3:21].Br[C:23]1[CH:28]=[CH:27][C:26]([O:29][CH2:30][CH3:31])=[CH:25][CH:24]=1. No catalyst specified. The product is [CH2:30]([O:29][C:26]1[CH:27]=[CH:28][C:23]([N:18]2[CH2:19][CH2:20][N:15]([C:5]3[C:4]([CH3:21])=[C:3]([O:2][CH3:1])[C:11]4[O:10][C:9]([CH3:13])([CH3:12])[CH2:8][C:7]=4[C:6]=3[CH3:14])[CH2:16][CH2:17]2)=[CH:24][CH:25]=1)[CH3:31]. The yield is 0.220. (7) The reactants are [Cl:1][C:2]1[CH:10]=[CH:9][CH:8]=[CH:7][C:3]=1[CH2:4][C:5]#[N:6].C(=O)([O-])[O-].[K+].[K+].Cl[C:18]1[N:23]=[CH:22][CH:21]=[CH:20][N:19]=1. The catalyst is CN(C)C=O.O. The product is [Cl:1][C:2]1[CH:10]=[CH:9][CH:8]=[CH:7][C:3]=1[CH:4]([C:18]1[N:23]=[CH:22][CH:21]=[CH:20][N:19]=1)[C:5]#[N:6]. The yield is 0.708. (8) The reactants are [Cl:1][C:2]1[CH:7]=[CH:6][C:5]([S:8]([CH2:11][C:12]2[CH:17]=[C:16]([F:18])[CH:15]=[CH:14][C:13]=2[F:19])(=[O:10])=[O:9])=[CH:4][CH:3]=1.[S:20]1[CH:24]=[CH:23][CH:22]=[C:21]1[CH2:25]O.C(C=P(CCCC)(CCCC)CCCC)#N. The catalyst is C1(C)C=CC=CC=1.CCCCCC. The product is [Cl:1][C:2]1[CH:7]=[CH:6][C:5]([S:8]([CH:11]([C:12]2[CH:17]=[C:16]([F:18])[CH:15]=[CH:14][C:13]=2[F:19])[CH2:25][C:21]2[S:20][CH:24]=[CH:23][CH:22]=2)(=[O:10])=[O:9])=[CH:4][CH:3]=1. The yield is 0.700. (9) The reactants are Br[C:2]1[C:14]([NH2:15])=[C:13](Br)[C:5]2[S:6][C:7]3[CH:12]=[CH:11][CH:10]=[CH:9][C:8]=3[C:4]=2[CH:3]=1.[CH3:17][C:18]1(C)[C:22](C)(C)OB(C(C)=C)O1.[CH:29](=O)[C:30]1C=CC=C[CH:31]=1.P([O-])([O-])([O-])=O.[K+].[K+].[K+]. The catalyst is C(OCC)(=O)C.C1C=CC(/C=C/C(/C=C/C2C=CC=CC=2)=O)=CC=1.C1C=CC(/C=C/C(/C=C/C2C=CC=CC=2)=O)=CC=1.C1C=CC(/C=C/C(/C=C/C2C=CC=CC=2)=O)=CC=1.[Pd].[Pd].O.C1(C)C=CC=CC=1. The product is [CH2:17]=[C:18]([C:2]1[C:14]([NH2:15])=[C:13]([C:30]([CH3:31])=[CH2:29])[C:5]2[S:6][C:7]3[CH:12]=[CH:11][CH:10]=[CH:9][C:8]=3[C:4]=2[CH:3]=1)[CH3:22]. The yield is 0.950. (10) The reactants are [C:1]([C:5]1[O:9][N:8]=[C:7]([NH:10][C:11]([NH:13][C:14]2[CH:19]=[CH:18][CH:17]=[C:16]([S:20][C:21]3[C:30]4[C:25](=[CH:26][C:27]([O:33][CH2:34][CH2:35][CH2:36]Cl)=[C:28]([O:31][CH3:32])[CH:29]=4)[N:24]=[CH:23][N:22]=3)[CH:15]=2)=[O:12])[CH:6]=1)([CH3:4])([CH3:3])[CH3:2].[NH:38]1[CH2:43][CH2:42][CH2:41][CH2:40][CH2:39]1. No catalyst specified. The product is [C:1]([C:5]1[O:9][N:8]=[C:7]([NH:10][C:11]([NH:13][C:14]2[CH:19]=[CH:18][CH:17]=[C:16]([S:20][C:21]3[C:30]4[C:25](=[CH:26][C:27]([O:33][CH2:34][CH2:35][CH2:36][N:38]5[CH2:43][CH2:42][CH2:41][CH2:40][CH2:39]5)=[C:28]([O:31][CH3:32])[CH:29]=4)[N:24]=[CH:23][N:22]=3)[CH:15]=2)=[O:12])[CH:6]=1)([CH3:4])([CH3:3])[CH3:2]. The yield is 0.260.